This data is from Cav3 T-type calcium channel HTS with 100,875 compounds. The task is: Binary Classification. Given a drug SMILES string, predict its activity (active/inactive) in a high-throughput screening assay against a specified biological target. (1) The molecule is S(=O)(=O)(Nc1noc(c1)C)c1ccc(NC(=O)c2c(c(nc3c2cccc3)c2ccc(OC)cc2)C)cc1. The result is 0 (inactive). (2) The drug is S(c1n(c(nn1)COc1ccccc1)CC=C)CC(=O)Nc1cc2OCCOc2cc1. The result is 0 (inactive). (3) The molecule is s1c2n(nc(n2)c2ccc(OC)cc2)c(c2ccccc2)c1. The result is 0 (inactive). (4) The molecule is O(c1cc(ccc1O)/C=C\[N+]([O-])=O)C. The result is 0 (inactive). (5) The drug is S(=O)(=O)(N1CCN(CC1)c1c(OCC)cccc1)c1c2nsnc2ccc1. The result is 0 (inactive). (6) The result is 0 (inactive). The compound is S=C(Nc1ccc(N2CCOCC2)cc1)NC(=O)/C=C\c1ccccc1. (7) The compound is S(=O)(=O)(N(c1c(C(=O)N2CCN(CC2)c2ccccc2)cccc1)C)C. The result is 0 (inactive).